Dataset: Peptide-MHC class II binding affinity with 134,281 pairs from IEDB. Task: Regression. Given a peptide amino acid sequence and an MHC pseudo amino acid sequence, predict their binding affinity value. This is MHC class II binding data. (1) The peptide sequence is LISWGHYPLHLRYYR. The MHC is HLA-DPA10201-DPB10101 with pseudo-sequence HLA-DPA10201-DPB10101. The binding affinity (normalized) is 0.454. (2) The peptide sequence is WLNFDSELVRIVSTQ. The MHC is DRB1_0101 with pseudo-sequence DRB1_0101. The binding affinity (normalized) is 0.590. (3) The peptide sequence is VIPANWKPDTVYTSK. The MHC is HLA-DQA10401-DQB10402 with pseudo-sequence HLA-DQA10401-DQB10402. The binding affinity (normalized) is 0.307. (4) The peptide sequence is TISNNLFFNHHKVML. The MHC is DRB1_1501 with pseudo-sequence DRB1_1501. The binding affinity (normalized) is 0.480. (5) The peptide sequence is AAATAGTTVYGAFAV. The MHC is HLA-DPA10103-DPB10401 with pseudo-sequence HLA-DPA10103-DPB10401. The binding affinity (normalized) is 0.